This data is from Full USPTO retrosynthesis dataset with 1.9M reactions from patents (1976-2016). The task is: Predict the reactants needed to synthesize the given product. (1) Given the product [CH3:16][C:12]1[C:13]([C:1](=[O:3])[CH3:2])=[CH:14][C:15]2[C:6]([CH3:19])([CH3:5])[CH2:7][CH2:8][C:9]([CH3:18])([CH3:17])[C:10]=2[CH:11]=1, predict the reactants needed to synthesize it. The reactants are: [C:1](Cl)(=[O:3])[CH3:2].[CH3:5][C:6]1([CH3:19])[C:15]2[C:10](=[CH:11][C:12]([CH3:16])=[CH:13][CH:14]=2)[C:9]([CH3:18])([CH3:17])[CH2:8][CH2:7]1.[Al+3].[Cl-].[Cl-].[Cl-].Cl. (2) Given the product [CH3:22][C:21]1[CH:20]=[CH:19][C:15]([C:16]([OH:18])=[O:17])=[CH:14][C:13]=1[N:8]1[CH:7]=[CH:6][C:5]2[C:10](=[CH:11][C:2]([O:1][CH2:43][CH2:44][N:38]3[CH2:37][CH2:36][CH2:35][CH2:40][CH2:39]3)=[CH:3][CH:4]=2)[C:9]1=[O:12], predict the reactants needed to synthesize it. The reactants are: [OH:1][C:2]1[CH:11]=[C:10]2[C:5]([CH:6]=[CH:7][N:8]([C:13]3[CH:14]=[C:15]([CH:19]=[CH:20][C:21]=3[CH3:22])[C:16]([OH:18])=[O:17])[C:9]2=[O:12])=[CH:4][CH:3]=1.[I-].[Na+].C(=O)([O-])[O-].[K+].[K+].Cl.ClCC[CH:35]1[CH2:40][CH2:39][NH:38][CH2:37][CH2:36]1.[OH-].[Na+].[CH3:43][C:44](C)=O. (3) The reactants are: O=O.[O:3]=[C:4]1[O:10][C@H:9]([C@H:11]([CH2:13][OH:14])[OH:12])[C:7]([OH:8])=[C:5]1[OH:6]. Given the product [C:5]1([OH:6])[CH:4]=[CH:13][CH:11]=[CH:9][CH:7]=1.[O:3]=[C:4]1[O:10][C@H:9]([C@H:11]([CH2:13][OH:14])[OH:12])[C:7]([OH:8])=[C:5]1[OH:6], predict the reactants needed to synthesize it. (4) Given the product [CH:1]1([CH2:4][O:5][C:6]2[CH:11]=[CH:10][C:9]([O:12][CH3:13])=[CH:8][C:7]=2[C:14]2[CH:19]=[CH:18][N:17]=[C:16]3[C:20]([C:24]([O:26][CH2:27][CH3:28])=[O:25])=[C:21]([CH3:23])[N:22]([CH2:30][O:31][CH2:32][CH2:33][Si:34]([CH3:37])([CH3:36])[CH3:35])[C:15]=23)[CH2:3][CH2:2]1, predict the reactants needed to synthesize it. The reactants are: [CH:1]1([CH2:4][O:5][C:6]2[CH:11]=[CH:10][C:9]([O:12][CH3:13])=[CH:8][C:7]=2[C:14]2[CH:19]=[CH:18][N:17]=[C:16]3[C:20]([C:24]([O:26][CH2:27][CH3:28])=[O:25])=[C:21]([CH3:23])[NH:22][C:15]=23)[CH2:3][CH2:2]1.Cl[CH2:30][O:31][CH2:32][CH2:33][Si:34]([CH3:37])([CH3:36])[CH3:35]. (5) Given the product [CH3:23][C:24]1[N:25]=[C:26]([NH:29][C:30]2[CH:31]=[C:32]([O:38][C:39]3[C:48]4[C:43](=[CH:44][CH:45]=[CH:46][CH:47]=4)[CH:42]=[CH:41][CH:40]=3)[C:33]([CH:36]=[O:37])=[CH:34][N:35]=2)[S:27][CH:28]=1, predict the reactants needed to synthesize it. The reactants are: CC(OI1(OC(C)=O)(OC(C)=O)OC(=O)C2C=CC=CC1=2)=O.[CH3:23][C:24]1[N:25]=[C:26]([NH:29][C:30]2[N:35]=[CH:34][C:33]([CH2:36][OH:37])=[C:32]([O:38][C:39]3[C:48]4[C:43](=[CH:44][CH:45]=[CH:46][CH:47]=4)[CH:42]=[CH:41][CH:40]=3)[CH:31]=2)[S:27][CH:28]=1. (6) The reactants are: [SiH4].CCCCCCCCC([O:12][C@@H:13]1[CH2:26][C:25]2[C@@:16]([CH3:39])([C@@H:17]3[C@@H:22]([CH2:23][CH:24]=2)[C@@H:21]2[CH2:27][CH2:28][C@H:29]([C@@H:30]([CH2:32][CH2:33][CH2:34][CH:35]([CH3:37])[CH3:36])[CH3:31])[C@@:20]2([CH3:38])[CH2:19][CH2:18]3)[CH2:15][CH2:14]1)=O.COC(=O)C(C)=C. Given the product [CH3:37][CH:35]([CH2:34][CH2:33][CH2:32][C@H:30]([C@@H:29]1[C@:20]2([CH3:38])[C@H:21]([C@H:22]3[C@H:17]([CH2:18][CH2:19]2)[C@:16]2([CH3:39])[C:25]([CH2:26][C@H:13]([CH2:14][CH2:15]2)[OH:12])=[CH:24][CH2:23]3)[CH2:27][CH2:28]1)[CH3:31])[CH3:36], predict the reactants needed to synthesize it.